From a dataset of Reaction yield outcomes from USPTO patents with 853,638 reactions. Predict the reaction yield, written as a fraction of the theoretical maximum amount of product (1.0 means a 100% yield; for example, 0.34 means a 34% yield). (1) The reactants are [C:1]([C:3]1[CH:4]=[C:5]([CH:9]=[CH:10][CH:11]=1)[C:6]([OH:8])=O)#[N:2].Cl.[CH3:13][C:14]1[C:18]([CH2:19][N:20]2[CH:24]=[C:23]([NH2:25])[CH:22]=[N:21]2)=[C:17]([CH3:26])[O:16][N:15]=1. No catalyst specified. The product is [C:1]([C:3]1[CH:4]=[C:5]([CH:9]=[CH:10][CH:11]=1)[C:6]([NH:25][C:23]1[CH:22]=[N:21][N:20]([CH2:19][C:18]2[C:14]([CH3:13])=[N:15][O:16][C:17]=2[CH3:26])[CH:24]=1)=[O:8])#[N:2]. The yield is 0.150. (2) The yield is 0.0900. The product is [CH:1]1([NH:4][C:5](=[O:38])[NH:6][C:7]2[CH:36]=[CH:35][C:10]([O:11][C:12]3[CH:17]=[CH:16][N:15]=[C:14]4[CH:18]=[C:19]([C:21]5[CH2:26][CH2:25][N:24]([C:27](=[O:34])[CH2:28][CH2:29][C:30]([OH:32])=[O:31])[CH2:23][CH:22]=5)[S:20][C:13]=34)=[C:9]([F:37])[CH:8]=2)[CH2:3][CH2:2]1. The catalyst is C1COCC1.CO. The reactants are [CH:1]1([NH:4][C:5](=[O:38])[NH:6][C:7]2[CH:36]=[CH:35][C:10]([O:11][C:12]3[CH:17]=[CH:16][N:15]=[C:14]4[CH:18]=[C:19]([C:21]5[CH2:26][CH2:25][N:24]([C:27](=[O:34])[CH2:28][CH2:29][C:30]([O:32]C)=[O:31])[CH2:23][CH:22]=5)[S:20][C:13]=34)=[C:9]([F:37])[CH:8]=2)[CH2:3][CH2:2]1.[OH-].[Na+]. (3) The reactants are C(O[C:4](=[O:41])[CH2:5][O:6][C@H:7]1[CH2:12][CH2:11][C@H:10]([N:13]2[C:18](=[O:19])[C:17]([CH2:20][C:21]3[CH:26]=[CH:25][C:24]([C:27]4[CH:32]=[CH:31][CH:30]=[CH:29][C:28]=4[C:33]#[N:34])=[CH:23][CH:22]=3)=[C:16]([CH2:35][CH2:36][CH3:37])[N:15]3[N:38]=[CH:39][N:40]=[C:14]23)[CH2:9][CH2:8]1)C.[CH2:42]([Mg]Br)[CH3:43].Cl.O1CC[CH2:49][CH2:48]1. No catalyst specified. The product is [CH2:48]([C:4]([OH:41])([CH2:42][CH3:43])[CH2:5][O:6][C@H:7]1[CH2:12][CH2:11][C@H:10]([N:13]2[C:18](=[O:19])[C:17]([CH2:20][C:21]3[CH:22]=[CH:23][C:24]([C:27]4[C:28]([C:33]#[N:34])=[CH:29][CH:30]=[CH:31][CH:32]=4)=[CH:25][CH:26]=3)=[C:16]([CH2:35][CH2:36][CH3:37])[N:15]3[N:38]=[CH:39][N:40]=[C:14]23)[CH2:9][CH2:8]1)[CH3:49]. The yield is 0.490. (4) The reactants are [CH2:1]([O:3][C:4]([C:7]1[CH:11]=[C:10]([NH:12][C:13](=[O:21])OC2C=CC=CC=2)[N:9]([C:22]2[CH:27]=[CH:26][CH:25]=[CH:24][CH:23]=2)[N:8]=1)([CH3:6])[CH3:5])[CH3:2].[CH3:28][O:29][C:30]1[CH:31]=[C:32]2[C:37](=[CH:38][C:39]=1[O:40][CH3:41])[N:36]=[CH:35][N:34]=[C:33]2[S:42][C:43]1[CH:44]=[C:45]([CH:47]=[CH:48][CH:49]=1)[NH2:46].C(N(CC)C(C)C)(C)C. The catalyst is C1COCC1. The product is [CH3:28][O:29][C:30]1[CH:31]=[C:32]2[C:37](=[CH:38][C:39]=1[O:40][CH3:41])[N:36]=[CH:35][N:34]=[C:33]2[S:42][C:43]1[CH:44]=[C:45]([NH:46][C:13]([NH:12][C:10]2[N:9]([C:22]3[CH:23]=[CH:24][CH:25]=[CH:26][CH:27]=3)[N:8]=[C:7]([C:4]([O:3][CH2:1][CH3:2])([CH3:5])[CH3:6])[CH:11]=2)=[O:21])[CH:47]=[CH:48][CH:49]=1. The yield is 0.640. (5) The product is [CH3:1][C:2]1[N:12]=[CH:11][CH:10]=[CH:9][C:3]=1[C:4]([NH:14][NH2:15])=[O:5]. The yield is 0.980. The reactants are [CH3:1][C:2]1[N:12]=[CH:11][CH:10]=[CH:9][C:3]=1[C:4](OCC)=[O:5].O.[NH2:14][NH2:15]. The catalyst is CCO. (6) The reactants are C(=O)([O-])[O-:2].[Na+].[Na+].Br[C:8]1[CH:13]=[CH:12][C:11]([CH2:14][S:15]([NH:18][CH3:19])(=[O:17])=[O:16])=[CH:10][CH:9]=1.CC1(C)C(C)(C)OB([C:28]2[CH:52]=[CH:51][C:31]([O:32][CH2:33][C:34]3[CH:46]=[CH:45][C:44]([C:47]([F:50])([F:49])[F:48])=[CH:43][C:35]=3[C:36]([O:38][C:39]([CH3:42])([CH3:41])[CH3:40])=[O:37])=[CH:30][CH:29]=2)O1.C(OCC)(=O)C. The catalyst is C1(C)C(CCO)=CC=CC=1.C1C=CC(/C=C/C(/C=C/C2C=CC=CC=2)=O)=CC=1.C1C=CC(/C=C/C(/C=C/C2C=CC=CC=2)=O)=CC=1.C1C=CC(/C=C/C(/C=C/C2C=CC=CC=2)=O)=CC=1.[Pd].[Pd].O. The product is [OH:2][C:43]1[C:44]([C:47]([F:48])([F:50])[F:49])=[CH:45][CH:46]=[C:34]([CH2:33][O:32][C:31]2[CH:51]=[CH:52][C:28]([C:8]3[CH:13]=[CH:12][C:11]([CH2:14][S:15]([NH:18][CH3:19])(=[O:17])=[O:16])=[CH:10][CH:9]=3)=[CH:29][CH:30]=2)[C:35]=1[C:36]([O:38][C:39]([CH3:42])([CH3:40])[CH3:41])=[O:37]. The yield is 0.0400. (7) The yield is 0.240. The catalyst is C(Cl)Cl.CN(C=O)C.N1C=CC=CC=1. The reactants are [CH3:1][O:2][C:3]([C:5]1([C:8]2[CH:16]=[CH:15][C:11]([C:12]([OH:14])=O)=[CH:10][CH:9]=2)[CH2:7][CH2:6]1)=[O:4].C(Cl)(=O)C(Cl)=O.[CH3:23][C:24]1[CH:39]=[C:27]2[N:28]=[C:29]([NH2:38])[CH:30]=[C:31]([C:32]3[CH:37]=[CH:36][CH:35]=[CH:34][CH:33]=3)[N:26]2[N:25]=1.O. The product is [CH3:23][C:24]1[CH:39]=[C:27]2[N:28]=[C:29]([NH:38][C:12]([C:11]3[CH:10]=[CH:9][C:8]([C:5]4([C:3]([O:2][CH3:1])=[O:4])[CH2:6][CH2:7]4)=[CH:16][CH:15]=3)=[O:14])[CH:30]=[C:31]([C:32]3[CH:37]=[CH:36][CH:35]=[CH:34][CH:33]=3)[N:26]2[N:25]=1. (8) The product is [Br:1][C:2]1[CH:3]=[C:4]2[C:9](=[CH:10][CH:11]=1)[O:8][CH2:7][CH2:6][C:5]2=[N:19][S:17]([C:14]([CH3:16])([CH3:15])[CH3:13])=[O:18]. The catalyst is C1COCC1.[O-]CC.[Ti+4].[O-]CC.[O-]CC.[O-]CC. The reactants are [Br:1][C:2]1[CH:3]=[C:4]2[C:9](=[CH:10][CH:11]=1)[O:8][CH2:7][CH2:6][C:5]2=O.[CH3:13][C:14]([S:17]([NH2:19])=[O:18])([CH3:16])[CH3:15].CCCCCCC. The yield is 0.830. (9) No catalyst specified. The yield is 0.140. The reactants are [C:1]1([N:7]2[C:17]3[C:12](=[CH:13][CH:14]=[CH:15][CH:16]=3)[C:10](=O)[C:8]2=[O:9])[CH:6]=[CH:5][CH:4]=[CH:3][CH:2]=1.[NH2:18][C:19]1[CH:20]=[C:21]2[C:25](=[CH:26][CH:27]=1)[NH:24][CH:23]=[CH:22]2. The product is [NH:24]1[C:25]2[C:21](=[CH:20][C:19]([N:18]=[C:10]3[C:12]4[C:17](=[CH:16][CH:15]=[CH:14][CH:13]=4)[N:7]([C:1]4[CH:6]=[CH:5][CH:4]=[CH:3][CH:2]=4)[C:8]3=[O:9])=[CH:27][CH:26]=2)[CH:22]=[CH:23]1.